Task: Predict the product of the given reaction.. Dataset: Forward reaction prediction with 1.9M reactions from USPTO patents (1976-2016) (1) Given the reactants C[O:2][C:3](=[O:36])[C:4]1[CH:9]=[C:8]([O:10][CH3:11])[CH:7]=[CH:6][C:5]=1[NH:12][C:13]1[N:17]([C:18]2[CH:23]=[CH:22][CH:21]=[CH:20][C:19]=2[CH3:24])[N:16]=[C:15]([CH3:25])[C:14]=1[C:26]1[CH:35]=[N:34][C:29]2=[N:30][CH:31]=[CH:32][N:33]=[C:28]2[CH:27]=1.[OH-].[Na+].Cl, predict the reaction product. The product is: [CH3:11][O:10][C:8]1[CH:7]=[CH:6][C:5]([NH:12][C:13]2[N:17]([C:18]3[CH:23]=[CH:22][CH:21]=[CH:20][C:19]=3[CH3:24])[N:16]=[C:15]([CH3:25])[C:14]=2[C:26]2[CH:35]=[N:34][C:29]3=[N:30][CH:31]=[CH:32][N:33]=[C:28]3[CH:27]=2)=[C:4]([CH:9]=1)[C:3]([OH:36])=[O:2]. (2) Given the reactants [Cl:1][C:2]1[CH:9]=[C:8](I)[C:5]([C:6]#[N:7])=[CH:4][N:3]=1.[NH2:11][C:12]1[CH:22]=[CH:21][CH:20]=[CH:19][C:13]=1[C:14]([NH:16]OC)=[O:15].[O-]P([O-])([O-])=O.[K+].[K+].[K+].[CH:31]1C=CC(P(C2C(OC3C(P(C4C=CC=CC=4)C4C=CC=CC=4)=CC=CC=3)=CC=CC=2)C2C=CC=CC=2)=CC=1, predict the reaction product. The product is: [Cl:1][C:2]1[CH:9]=[C:8]([NH:11][C:12]2[CH:22]=[CH:21][CH:20]=[CH:19][C:13]=2[C:14]([NH:16][CH3:31])=[O:15])[C:5]([C:6]#[N:7])=[CH:4][N:3]=1. (3) Given the reactants [N+:1]([C:4]1[CH:5]=[C:6]2[C:10](=[CH:11][CH:12]=1)[N:9]([CH2:13][C:14]1[CH:22]=[CH:21][C:17]([C:18](O)=[O:19])=[CH:16][CH:15]=1)[CH:8]=[CH:7]2)([O-])=O.Cl.C([O:26][C:27](=[O:31])[CH2:28][CH2:29][NH2:30])C.[C:32]1([C:42]2[CH:47]=[CH:46][CH:45]=[CH:44][CH:43]=2)[CH:37]=[CH:36][C:35]([S:38](Cl)(=[O:40])=[O:39])=[CH:34][CH:33]=1, predict the reaction product. The product is: [C:32]1([C:42]2[CH:47]=[CH:46][CH:45]=[CH:44][CH:43]=2)[CH:37]=[CH:36][C:35]([S:38]([NH:1][C:4]2[CH:5]=[C:6]3[C:10](=[CH:11][CH:12]=2)[N:9]([CH2:13][C:14]2[CH:15]=[CH:16][C:17]([C:18]([NH:30][CH2:29][CH2:28][C:27]([OH:26])=[O:31])=[O:19])=[CH:21][CH:22]=2)[CH:8]=[CH:7]3)(=[O:40])=[O:39])=[CH:34][CH:33]=1. (4) Given the reactants [NH2:1][C:2]1[C:3]([C:26](OCC)=[O:27])=[N:4][C:5]([NH:17][C:18]2[CH:23]=[CH:22][CH:21]=[C:20]([CH2:24][OH:25])[CH:19]=2)=[N:6][C:7]=1[NH:8][C:9]1[CH:14]=[CH:13][CH:12]=[CH:11][C:10]=1[O:15][CH3:16].OC1C=CC=CC=1[N:38](CC)N1C(C([O-])=O)=CC(NC2C=CC=CC=2OC)=NC1.[CH2:59]([OH:61])C, predict the reaction product. The product is: [OH:25][CH2:24][C:20]1[CH:19]=[C:18]([NH:17][C:5]2[N:6]=[C:7]3[C:2]([NH:1][C:59](=[O:61])[N:8]3[C:9]3[CH:14]=[CH:13][CH:12]=[CH:11][C:10]=3[O:15][CH3:16])=[C:3]([C:26]([NH2:38])=[O:27])[N:4]=2)[CH:23]=[CH:22][CH:21]=1. (5) Given the reactants [CH:1]1([C:4]2[CH:5]=[N:6][C:7]([NH:13][C:14]3[CH:15]=[C:16]4[C:20](=[CH:21][CH:22]=3)[N:19]([CH2:23][C:24]3[CH:29]=[CH:28][CH:27]=[C:26]([OH:30])[CH:25]=3)[CH:18]=[CH:17]4)=[C:8]([CH:12]=2)[C:9]([OH:11])=[O:10])[CH2:3][CH2:2]1.Br[CH2:32][CH2:33][O:34][CH3:35].C(=O)([O-])[O-].[K+].[K+].[H-].[Na+].Cl, predict the reaction product. The product is: [CH:1]1([C:4]2[CH:5]=[N:6][C:7]([NH:13][C:14]3[CH:15]=[C:16]4[C:20](=[CH:21][CH:22]=3)[N:19]([CH2:23][C:24]3[CH:29]=[CH:28][CH:27]=[C:26]([O:30][CH2:32][CH2:33][O:34][CH3:35])[CH:25]=3)[CH:18]=[CH:17]4)=[C:8]([CH:12]=2)[C:9]([OH:11])=[O:10])[CH2:3][CH2:2]1. (6) Given the reactants [Cl-].[Na+:2].[Cl-].[K+].O.[Cl-].[Ca+2].[Cl-].O.[Cl-].[Mg+2].[Cl-].[C:13]([O-:18])(=[O:17])[CH:14](C)O.[Na+].[C:20]([O-:23])(=[O:22])[CH3:21].[Na+], predict the reaction product. The product is: [C:13]([OH:18])(=[O:17])[CH3:14].[C:20]([O-:23])(=[O:22])[CH3:21].[Na+:2].